From a dataset of Full USPTO retrosynthesis dataset with 1.9M reactions from patents (1976-2016). Predict the reactants needed to synthesize the given product. (1) Given the product [F:24][C:18]1[CH:19]=[CH:20][CH:21]=[C:22]([F:23])[C:17]=1[NH:16][C:14]([C:10]1[CH:9]=[C:8]([C:5]2[CH:6]=[N:7][C:2]([OH:31])=[CH:3][C:4]=2[O:25][CH3:26])[N:12]([CH3:13])[N:11]=1)=[O:15], predict the reactants needed to synthesize it. The reactants are: Cl[C:2]1[N:7]=[CH:6][C:5]([C:8]2[N:12]([CH3:13])[N:11]=[C:10]([C:14]([NH:16][C:17]3[C:22]([F:23])=[CH:21][CH:20]=[CH:19][C:18]=3[F:24])=[O:15])[CH:9]=2)=[C:4]([O:25][CH3:26])[CH:3]=1.[OH-].[K+].Cl.C([O-])(O)=[O:31].[Na+]. (2) Given the product [C:10]([O:14][C:15](=[O:31])[N:16]([C:17](=[O:22])[CH2:18][CH2:19][C:20]#[C:21][C:2]1[CH:7]=[CH:6][CH:5]=[C:4]([CH2:8][F:9])[N:3]=1)[C:23]1[CH:28]=[CH:27][C:26]([F:29])=[CH:25][C:24]=1[CH3:30])([CH3:13])([CH3:11])[CH3:12], predict the reactants needed to synthesize it. The reactants are: Br[C:2]1[CH:7]=[CH:6][CH:5]=[C:4]([CH2:8][F:9])[N:3]=1.[C:10]([O:14][C:15](=[O:31])[N:16]([C:23]1[CH:28]=[CH:27][C:26]([F:29])=[CH:25][C:24]=1[CH3:30])[C:17](=[O:22])[CH2:18][CH2:19][C:20]#[CH:21])([CH3:13])([CH3:12])[CH3:11]. (3) Given the product [F:1][C:2]1[CH:20]=[CH:19][C:5]([CH2:6][N:7]2[C:38](=[O:39])[C:37]([C:32]3[NH:31][C:30]4[CH:41]=[CH:42][C:27]([NH:26][S:23]([CH3:22])(=[O:25])=[O:24])=[CH:28][C:29]=4[S:34](=[O:36])(=[O:35])[N:33]=3)=[C:15]([OH:17])[C@H:9]3[C@@H:8]2[C@H:13]2[O:14][C@@H:10]3[CH2:11][CH2:12]2)=[CH:4][C:3]=1[CH3:21], predict the reactants needed to synthesize it. The reactants are: [F:1][C:2]1[CH:20]=[CH:19][C:5]([CH2:6][NH:7][C@H:8]2[C@H:13]3[O:14][C@H:10]([CH2:11][CH2:12]3)[C@H:9]2[C:15]([O:17]C)=O)=[CH:4][C:3]=1[CH3:21].[CH3:22][S:23]([NH:26][C:27]1[CH:42]=[CH:41][C:30]2[NH:31][C:32]([CH2:37][C:38](O)=[O:39])=[N:33][S:34](=[O:36])(=[O:35])[C:29]=2[CH:28]=1)(=[O:25])=[O:24].CN1CCOCC1.Cl.CN(C)CCCN=C=NCC.Cl. (4) Given the product [F:50][C:47]([F:48])([F:49])[C:45]1[CH:44]=[C:17]([CH:16]=[C:15]([C:14]([F:52])([F:51])[F:13])[CH:46]=1)[CH2:18][N:19]([C:42]1[NH:43][N:3]=[N:2][N:1]=1)[CH:20]1[CH2:26][CH2:25][CH2:24][N:23]([C:27]([O:29][CH:30]([CH3:32])[CH3:31])=[O:28])[C:22]2[C:33]([CH3:41])=[C:34]([C:37]([F:38])([F:39])[F:40])[CH:35]=[CH:36][C:21]1=2, predict the reactants needed to synthesize it. The reactants are: [N-:1]=[N+:2]=[N-:3].[Na+].Cl.C(N(CC)CC)C.[F:13][C:14]([F:52])([F:51])[C:15]1[CH:16]=[C:17]([CH:44]=[C:45]([C:47]([F:50])([F:49])[F:48])[CH:46]=1)[CH2:18][N:19]([C:42]#[N:43])[CH:20]1[CH2:26][CH2:25][CH2:24][N:23]([C:27]([O:29][CH:30]([CH3:32])[CH3:31])=[O:28])[C:22]2[C:33]([CH3:41])=[C:34]([C:37]([F:40])([F:39])[F:38])[CH:35]=[CH:36][C:21]1=2.Cl. (5) Given the product [CH3:22][N:19]1[CH2:20][CH2:21][N:16]([C:6]2[CH:5]=[C:4]([CH:9]=[C:8]([N:10]3[CH2:14][CH2:13][CH2:12][C:11]3=[O:15])[CH:7]=2)[C:3]([OH:23])=[O:2])[CH2:17][CH2:18]1, predict the reactants needed to synthesize it. The reactants are: C[O:2][C:3](=[O:23])[C:4]1[CH:9]=[C:8]([N:10]2[CH2:14][CH2:13][CH2:12][C:11]2=[O:15])[CH:7]=[C:6]([N:16]2[CH2:21][CH2:20][N:19]([CH3:22])[CH2:18][CH2:17]2)[CH:5]=1.[OH-].[Na+]. (6) Given the product [NH2:24][CH2:23][CH2:22][O:1][C@H:2]1[CH2:7][CH2:6][CH2:5][N:4]([C:8]([O:10][C:11]([CH3:14])([CH3:13])[CH3:12])=[O:9])[CH2:3]1, predict the reactants needed to synthesize it. The reactants are: [OH:1][C@H:2]1[CH2:7][CH2:6][CH2:5][N:4]([C:8]([O:10][C:11]([CH3:14])([CH3:13])[CH3:12])=[O:9])[CH2:3]1.[H-].[Na+].Br(O)(=O)=O.Br[CH2:22][CH2:23][NH2:24].O. (7) Given the product [CH2:12]([O:11][C:9]([N:1]1[CH2:8][CH2:7][CH2:6][CH:2]1[C:3](=[O:5])[NH:66][C:63]1[S:64][CH:65]=[C:61]([C:58]2[CH:57]=[CH:56][C:55]([N+:52]([O-:54])=[O:53])=[CH:60][CH:59]=2)[N:62]=1)=[O:10])[C:13]1[CH:18]=[CH:17][CH:16]=[CH:15][CH:14]=1, predict the reactants needed to synthesize it. The reactants are: [N:1]1([C:9]([O:11][CH2:12][C:13]2[CH:18]=[CH:17][CH:16]=[CH:15][CH:14]=2)=[O:10])[CH2:8][CH2:7][CH2:6][C@H:2]1[C:3]([OH:5])=O.CN(C(ON1N=NC2C=CC=NC1=2)=[N+](C)C)C.F[P-](F)(F)(F)(F)F.CCN(C(C)C)C(C)C.[N+:52]([C:55]1[CH:60]=[CH:59][C:58]([C:61]2[N:62]=[C:63]([NH2:66])[S:64][CH:65]=2)=[CH:57][CH:56]=1)([O-:54])=[O:53].